Predict the product of the given reaction. From a dataset of Forward reaction prediction with 1.9M reactions from USPTO patents (1976-2016). (1) Given the reactants [C:1]([NH:4][C:5]1[CH:10]=[C:9]([N:11]2[CH:15]=[C:14]([C:16](O)=[O:17])[C:13]([I:19])=[N:12]2)[C:8]([CH3:20])=[CH:7][N:6]=1)(=[O:3])[CH3:2].C[N:22](C(ON1N=NC2C=CC=CC1=2)=[N+](C)C)C.[B-](F)(F)(F)F.CCN(C(C)C)C(C)C.N, predict the reaction product. The product is: [C:1]([NH:4][C:5]1[CH:10]=[C:9]([N:11]2[CH:15]=[C:14]([C:16]([NH2:22])=[O:17])[C:13]([I:19])=[N:12]2)[C:8]([CH3:20])=[CH:7][N:6]=1)(=[O:3])[CH3:2]. (2) Given the reactants [CH3:1][C:2]1[CH:7]=[CH:6][CH:5]=[CH:4][N:3]=1.[Li]CCCC.[Cl:13][C:14]1[CH:15]=[CH:16][C:17](/[C:20](/[C:28]2[CH:33]=[C:32]([C:34]([F:37])([F:36])[F:35])[CH:31]=[C:30]([F:38])[CH:29]=2)=[N:21]\[S@@:22]([C:24]([CH3:27])([CH3:26])[CH3:25])=[O:23])=[N:18][CH:19]=1, predict the reaction product. The product is: [Cl:13][C:14]1[CH:15]=[CH:16][C:17]([C@@:20]([NH:21][S@:22]([C:24]([CH3:27])([CH3:26])[CH3:25])=[O:23])([C:28]2[CH:33]=[C:32]([C:34]([F:37])([F:36])[F:35])[CH:31]=[C:30]([F:38])[CH:29]=2)[CH2:1][C:2]2[CH:7]=[CH:6][CH:5]=[CH:4][N:3]=2)=[N:18][CH:19]=1. (3) Given the reactants [CH3:1][S:2][C:3]1[CH:8]=[CH:7][C:6]([C:9]2[NH:10][C:11](=O)[C:12]3[C:17]([CH:18]=2)=[CH:16][CH:15]=[CH:14][CH:13]=3)=[CH:5][CH:4]=1.P(Cl)(Cl)([Cl:22])=O, predict the reaction product. The product is: [Cl:22][C:11]1[C:12]2[C:17](=[CH:16][CH:15]=[CH:14][CH:13]=2)[CH:18]=[C:9]([C:6]2[CH:7]=[CH:8][C:3]([S:2][CH3:1])=[CH:4][CH:5]=2)[N:10]=1. (4) Given the reactants [NH:1]1[C:8]2[N:4]([N:5]=[CH:6][C:7]=2[NH:9][C:10](=O)[CH2:11][NH:12][C:13]([C:26]2[CH:31]=[CH:30][CH:29]=[CH:28][CH:27]=2)([C:20]2[CH:25]=[CH:24][CH:23]=[CH:22][CH:21]=2)[C:14]2[CH:19]=[CH:18][CH:17]=[CH:16][CH:15]=2)[CH2:3][CH2:2]1.[H-].C([Al+]CC(C)C)C(C)C.[F-].[Na+].FC(F)(F)S(N=[C:51]([NH:60][C:61](=[O:67])[O:62][C:63]([CH3:66])([CH3:65])[CH3:64])[NH:52][C:53](=[O:59])[O:54][C:55]([CH3:58])([CH3:57])[CH3:56])(=O)=O, predict the reaction product. The product is: [NH:1]1[C:8]2[N:4]([N:5]=[CH:6][C:7]=2[N:9]([C:51]([NH:60][C:61](=[O:67])[O:62][C:63]([CH3:66])([CH3:65])[CH3:64])=[N:52][C:53](=[O:59])[O:54][C:55]([CH3:58])([CH3:57])[CH3:56])[CH2:10][CH2:11][NH:12][C:13]([C:26]2[CH:27]=[CH:28][CH:29]=[CH:30][CH:31]=2)([C:14]2[CH:19]=[CH:18][CH:17]=[CH:16][CH:15]=2)[C:20]2[CH:21]=[CH:22][CH:23]=[CH:24][CH:25]=2)[CH2:3][CH2:2]1. (5) Given the reactants [F:1][CH:2]([F:25])[C:3]1[N:7]2[N:8]=[C:9]([N:12]3[CH2:17][CH2:16][N:15]([C:18]4[CH:23]=[CH:22][C:21]([OH:24])=[CH:20][CH:19]=4)[CH2:14][CH2:13]3)[CH:10]=[CH:11][C:6]2=[N:5][N:4]=1.C(N1CCN([C:45]2[CH:46]=C[C:48]3[N:49]([C:51]([C:54](F)(F)[CH:55](F)F)=NN=3)[N:50]=2)CC1)(C1C=CC=CC=1)C1C=CC=CC=1, predict the reaction product. The product is: [F:25][CH:2]([F:1])[C:3]1[N:7]2[N:8]=[C:9]([N:12]3[CH2:17][CH2:16][N:15]([C:18]4[CH:23]=[CH:22][C:21]([O:24][CH2:55][CH2:54][C:51]5[N:49]([CH3:48])[N:50]=[CH:45][CH:46]=5)=[CH:20][CH:19]=4)[CH2:14][CH2:13]3)[CH:10]=[CH:11][C:6]2=[N:5][N:4]=1. (6) Given the reactants [CH:1]([O:4][C:5]1[CH:10]=[C:9]([O:11][C:12]2[CH:17]=[CH:16][C:15]([C:18]([F:21])([F:20])[F:19])=[CH:14][N:13]=2)[CH:8]=[CH:7][C:6]=1[CH2:22][CH2:23][CH2:24][OH:25])([CH3:3])[CH3:2].O[C:27]1[CH:31]=[C:30]([CH2:32][CH2:33][C:34]([O:36]CC)=[O:35])[N:29]([C:39]2[CH:44]=[CH:43][CH:42]=[CH:41][CH:40]=2)[N:28]=1.C(P(CCCC)CCCC)CCC.N(C(N1CCCCC1)=O)=NC(N1CCCCC1)=O.O1CCCC1CO.[OH-].[Na+].Cl, predict the reaction product. The product is: [CH:1]([O:4][C:5]1[CH:10]=[C:9]([O:11][C:12]2[CH:17]=[CH:16][C:15]([C:18]([F:19])([F:20])[F:21])=[CH:14][N:13]=2)[CH:8]=[CH:7][C:6]=1[CH2:22][CH2:23][CH2:24][O:25][C:27]1[CH:31]=[C:30]([CH2:32][CH2:33][C:34]([OH:36])=[O:35])[N:29]([C:39]2[CH:44]=[CH:43][CH:42]=[CH:41][CH:40]=2)[N:28]=1)([CH3:3])[CH3:2]. (7) Given the reactants [NH2:1][C:2]1[N:3]([CH3:18])[C:4](=[O:17])[C:5]2([N:16]=1)[C:14]1[C:9](=[CH:10][CH:11]=[C:12](Br)[CH:13]=1)[CH2:8][CH2:7][CH2:6]2.[Cl:19][C:20]1[CH:21]=[C:22](B(O)O)[CH:23]=[N:24][CH:25]=1.O1CCOCC1.C([O-])([O-])=O.[Na+].[Na+], predict the reaction product. The product is: [NH2:1][C:2]1[N:3]([CH3:18])[C:4](=[O:17])[C:5]2([N:16]=1)[C:14]1[C:9](=[CH:10][CH:11]=[C:12]([C:22]3[CH:23]=[N:24][CH:25]=[C:20]([Cl:19])[CH:21]=3)[CH:13]=1)[CH2:8][CH2:7][CH2:6]2.